From a dataset of Reaction yield outcomes from USPTO patents with 853,638 reactions. Predict the reaction yield, written as a fraction of the theoretical maximum amount of product (1.0 means a 100% yield; for example, 0.34 means a 34% yield). (1) The reactants are [Cl:1][C:2]1[CH:10]=[CH:9][C:5]([C:6]([OH:8])=O)=[C:4]([SH:11])[CH:3]=1.[C:12]([C:14]1[CH:19]=[C:18]([CH3:20])[CH:17]=[CH:16][N:15]=1)#[N:13]. The catalyst is N1C=CC=CC=1. The product is [Cl:1][C:2]1[CH:10]=[CH:9][C:5]2[C:6](=[O:8])[N:13]=[C:12]([C:14]3[CH:19]=[C:18]([CH3:20])[CH:17]=[CH:16][N:15]=3)[S:11][C:4]=2[CH:3]=1. The yield is 0.320. (2) The reactants are [CH3:1][O:2][C:3]1[C:8]([C:9]2[S:10][CH:11]=[CH:12][CH:13]=2)=[CH:7][C:6]([CH:14]=[CH:15][C:16]([C:18]2[CH:23]=[CH:22][C:21]([S:24]([NH2:27])(=[O:26])=[O:25])=[CH:20][CH:19]=2)=[O:17])=[C:5]([O:28][CH2:29][CH2:30][N:31]2[CH2:36][CH2:35][O:34][CH2:33][CH2:32]2)[CH:4]=1.[ClH:37]. The catalyst is O1CCCC1. The product is [ClH:37].[CH3:1][O:2][C:3]1[C:8]([C:9]2[S:10][CH:11]=[CH:12][CH:13]=2)=[CH:7][C:6](/[CH:14]=[CH:15]/[C:16]([C:18]2[CH:19]=[CH:20][C:21]([S:24]([NH2:27])(=[O:26])=[O:25])=[CH:22][CH:23]=2)=[O:17])=[C:5]([O:28][CH2:29][CH2:30][N:31]2[CH2:32][CH2:33][O:34][CH2:35][CH2:36]2)[CH:4]=1. The yield is 0.780. (3) The reactants are [OH-].[Na+].C[O:4][C:5](=[O:31])[CH2:6][O:7][C:8]1[CH:9]=[C:10]2[C:15](=[C:16]3[CH2:20][C:19]([CH3:22])([CH3:21])[O:18][C:17]=13)[C:14]([C:23]1[CH:28]=[CH:27][CH:26]=[CH:25][CH:24]=1)=[N:13][C:12]([CH3:30])([CH3:29])[CH2:11]2.[ClH:32].C(OCC)(=O)C. The catalyst is CO. The product is [ClH:32].[CH3:29][C:12]1([CH3:30])[CH2:11][C:10]2[C:15](=[C:16]3[CH2:20][C:19]([CH3:21])([CH3:22])[O:18][C:17]3=[C:8]([O:7][CH2:6][C:5]([OH:31])=[O:4])[CH:9]=2)[C:14]([C:23]2[CH:24]=[CH:25][CH:26]=[CH:27][CH:28]=2)=[N:13]1. The yield is 0.900. (4) The reactants are Cl[C:2]1[N:7]=[C:6]([NH:8][C@H:9]([C:13]2[CH:14]=[N:15][CH:16]=[CH:17][CH:18]=2)[CH2:10][CH2:11][CH3:12])[C:5]([CH3:19])=[CH:4][N:3]=1.[C:20](=[O:23])([O-])[O-].[Na+].[Na+].[C:26]([O:29][CH2:30][CH3:31])(=O)C. The catalyst is C(O)CC.C1(C)C=CC=CC=1.C1C=CC([P]([Pd]([P](C2C=CC=CC=2)(C2C=CC=CC=2)C2C=CC=CC=2)([P](C2C=CC=CC=2)(C2C=CC=CC=2)C2C=CC=CC=2)[P](C2C=CC=CC=2)(C2C=CC=CC=2)C2C=CC=CC=2)(C2C=CC=CC=2)C2C=CC=CC=2)=CC=1. The product is [CH2:4]([NH:3][C:20]([NH:8][C:9]1[CH:10]=[CH:11][C:12]([C:2]2[N:7]=[C:6]([NH:8][C@H:9]([C:13]3[CH:14]=[N:15][CH:16]=[CH:17][CH:18]=3)[CH2:10][CH2:11][CH3:12])[C:5]([CH3:19])=[CH:4][N:3]=2)=[CH:31][C:30]=1[O:29][CH3:26])=[O:23])[CH3:5]. The yield is 0.570. (5) The reactants are [C:1]([C:5]1[CH:10]=[CH:9][C:8]([N+:11]([O-])=O)=[CH:7][C:6]=1[N:14]1[CH2:18][CH2:17][CH2:16][CH2:15]1)([CH3:4])([CH3:3])[CH3:2]. The catalyst is [Pd]. The product is [C:1]([C:5]1[CH:10]=[CH:9][C:8]([NH2:11])=[CH:7][C:6]=1[N:14]1[CH2:15][CH2:16][CH2:17][CH2:18]1)([CH3:4])([CH3:2])[CH3:3]. The yield is 0.900. (6) The reactants are [F:1][C:2]1[CH:7]=[C:6]([I:8])[CH:5]=[CH:4][C:3]=1[NH:9][C:10]1[CH:11]=[N+:12]([O-:36])[CH:13]=[CH:14][C:15]=1[C:16]([N:18]1[CH2:21][C:20]([C@@H:23]2[CH2:28][CH2:27][CH2:26][CH2:25][N:24]2C(OC(C)(C)C)=O)([OH:22])[CH2:19]1)=[O:17].Cl.[O:38]1CCO[CH2:40][CH2:39]1. The catalyst is CO. The product is [C:39]([O:22][C:20]1([C@@H:23]2[CH2:28][CH2:27][CH2:26][CH2:25][NH:24]2)[CH2:21][N:18]([C:16]([C:15]2[CH:14]=[CH:13][N+:12]([O-:36])=[CH:11][C:10]=2[NH:9][C:3]2[CH:4]=[CH:5][C:6]([I:8])=[CH:7][C:2]=2[F:1])=[O:17])[CH2:19]1)(=[O:38])[CH3:40]. The yield is 0.660. (7) The reactants are [CH2:1]([C:4]1([CH2:10][CH2:11][OH:12])[O:9][CH2:8][CH2:7][CH2:6][O:5]1)CC.C(OCC)(=O)CC(C)=O. No catalyst specified. The product is [CH3:1][C:4]1([CH2:10][CH2:11][OH:12])[O:9][CH2:8][CH2:7][CH2:6][O:5]1. The yield is 0.490. (8) The reactants are [C:1]([OH:7])(=[O:6])[CH2:2][CH2:3][C:4]#[CH:5].[Cl:8][C:9]1[CH:14]=[CH:13][CH:12]=[CH:11][C:10]=1O. No catalyst specified. The product is [C:1]([O:7][C:10]1[CH:11]=[CH:12][CH:13]=[CH:14][C:9]=1[Cl:8])(=[O:6])[CH2:2][CH2:3][C:4]#[CH:5]. The yield is 0.870. (9) The reactants are [C:1]1([CH3:16])[CH:6]=[CH:5][CH:4]=[CH:3][C:2]=1[C:7]([C:9]1[CH:14]=[CH:13][CH:12]=[CH:11][C:10]=1[CH3:15])=N.[OH-:17].[Na+]. The catalyst is C(O)CC.Cl. The product is [C:1]1([CH3:16])[CH:6]=[CH:5][CH:4]=[CH:3][C:2]=1[C:7]([C:9]1[CH:14]=[CH:13][CH:12]=[CH:11][C:10]=1[CH3:15])=[O:17]. The yield is 0.820. (10) The reactants are O=[C:2]1[NH:11][C:10]2[C:5](=[CH:6][CH:7]=[C:8]([C:12]([O:14][CH3:15])=[O:13])[CH:9]=2)[N:4]=[C:3]1[C:16]1[CH:21]=[CH:20][CH:19]=[CH:18][CH:17]=1.P(Br)(Br)([Br:24])=O. The catalyst is CC#N. The product is [Br:24][C:2]1[C:3]([C:16]2[CH:21]=[CH:20][CH:19]=[CH:18][CH:17]=2)=[N:4][C:5]2[C:10]([N:11]=1)=[CH:9][C:8]([C:12]([O:14][CH3:15])=[O:13])=[CH:7][CH:6]=2. The yield is 0.780.